Task: Regression. Given a target protein amino acid sequence and a drug SMILES string, predict the binding affinity score between them. We predict pKi (pKi = -log10(Ki in M); higher means stronger inhibition). Dataset: bindingdb_ki.. Dataset: Drug-target binding data from BindingDB using Ki measurements (1) The small molecule is CCOC(=O)c1cc(CCn2cnc3c2N=CNCC3O)c2cccc(C(F)(F)F)c2c1. The target protein (Q01432) has sequence MPRQFPKLNISEVDEQVRLLAEKVFAKVLREEDSKDALSLFTVPEDCPIGQKEAKERELQKELAEQKSVETAKRKKSFKMIRSQSLSLQMPPQQDWKGPPAASPAMSPTTPVVTGATSLPTPAPYAMPEFQRVTISGDYCAGITLEDYEQAAKSLAKALMIREKYARLAYHRFPRITSQYLGHPRADTAPPEEGLPDFHPPPLPQEDPYCLDDAPPNLDYLVHMQGGILFVYDNKKMLEHQEPHSLPYPDLETYTVDMSHILALITDGPTKTYCHRRLNFLESKFSLHEMLNEMSEFKELKSNPHRDFYNVRKVDTHIHAAACMNQKHLLRFIKHTYQTEPDRTVAEKRGRKITLRQVFDGLHMDPYDLTVDSLDVHAGRQTFHRFDKFNSKYNPVGASELRDLYLKTENYLGGEYFARMVKEVARELEESKYQYSEPRLSIYGRSPEEWPNLAYWFIQHKVYSPNMRWIIQVPRIYDIFRSKKLLPNFGKMLENIFLPL.... The pKi is 4.5. (2) The small molecule is CN[C@@H](C)C(=O)N[C@H](C(=O)N1CCC[C@H]1CNC(=O)C(c1ccccc1)c1ccccc1)C(C)(C)C. The target protein sequence is MGSSHHHHHHSSGEVPRGSHMLETEEEEEEGAGATLSRGPAFPGMGSEELRLASFYDWPLTAEVPPELLAAAGFFHTGHQDKVRCFFCYGGLQSWKRGDDPWTEHAKWFPGCQFLLRSKGQEYINNIHLTHSL. The pKi is 6.5. (3) The small molecule is COc1ccc(N2CCN(C(=O)c3cc4c(s3)-c3ccccc3S(=O)(=O)C4)CC2)cc1. The target protein sequence is MCGNNMSTPLPAIVPAARKATAAVIFLHGLGDTGHGWAEAFAGIRSSHIKYICPHAPVRPVTLNMNVAMPSWFDLIGLSPDAPEDESGIKQAAENIKALIDQEVKNGIPSNRIILGGFSQGGALSLYTALTTQQKLAGVTALSCWLPLRASFPQGPIGGANRDISILQCHGDCDPLVPLMFGSLTVEKLKTLVNPANVTFKTYEGMMHSSCQQEMMDVKQFIDKLLPPID. The pKi is 5.9. (4) The drug is OC[C@H]1OC(n2cnc3c(NC4CCCCC4OCc4ccccc4)ncnc32)[C@H](O)[C@@H]1O. The target protein sequence is MPPRAASLPPGSTCSGCRVLPLHPVPAHILPEELTAAASRLQVRACLSAAVPTMGSWVYITVELAIAVLAVLGNVLVCWAVWLNSNLQNVTNYFVVSLAAADIAVGVLAIPFAITISTGFCAACHGCLFIACFVLVLTQSSIFSLLAIAIDRYIAIRIPLRYNGLVTGTRAKGIIAICWVLSFAIGLTPMLGWNNCGQPREGRNHSQGCGAGQVACLFEDVVPMNYMVYYNFFACVLLPLLLMLGIYLRIFLAARRQLKQMESQPLPGERTRSTLQKEVHAAKSLAIIVGLFALCWLPLHIINCFTLFCPECSHAPLWLMYLAIVLSHSNSVVNPFIYAYRIREFRQTFRKIIRSHVLRRQDPFKAGGTSARALAAHGSDGEHVSLRLNGHPPGLWANGSAPHPQRRPNGYALGLGSTGGARASHRDVSLPDVELLGQERKSMCPESPGLEEPLAQDGAGVS. The pKi is 5.4. (5) The drug is CN(C)C[C@@H]1C2CCC(CC2)[C@@H]1c1ccc(Cl)c(Cl)c1. The target is MLLARMKPQVQPELGGADQ. The pKi is 8.3.